This data is from KCNQ2 potassium channel screen with 302,405 compounds. The task is: Binary Classification. Given a drug SMILES string, predict its activity (active/inactive) in a high-throughput screening assay against a specified biological target. (1) The result is 0 (inactive). The drug is Fc1cc(NC(=O)COC(=O)CCc2cc(OC)c(OC)c(OC)c2)ccc1F. (2) The molecule is s1c(c(nc1NC(=O)c1oc(cc1)C)C)C(OC)=O. The result is 0 (inactive). (3) The compound is Fc1c(C(=O)c2c3c(n(CC(=O)N4CCCC4)c2)cccc3)cccc1. The result is 0 (inactive). (4) The molecule is Brc1cc(CN(C2CS(=O)(=O)CC2)C(=O)c2cc3c(oc2=O)cccc3)ccc1. The result is 0 (inactive). (5) The molecule is O(c1ccc(NC(=O)C)cc1)C(=O)c1ccc(OCC)cc1. The result is 0 (inactive). (6) The molecule is O=C(N(CCOC)Cc1occc1)C1CCCN(C1)c1ncnc2n3c(nc12)CCCCC3. The result is 0 (inactive).